This data is from NCI-60 drug combinations with 297,098 pairs across 59 cell lines. The task is: Regression. Given two drug SMILES strings and cell line genomic features, predict the synergy score measuring deviation from expected non-interaction effect. (1) Drug 1: CCCS(=O)(=O)NC1=C(C(=C(C=C1)F)C(=O)C2=CNC3=C2C=C(C=N3)C4=CC=C(C=C4)Cl)F. Drug 2: CC1C(C(=O)NC(C(=O)N2CCCC2C(=O)N(CC(=O)N(C(C(=O)O1)C(C)C)C)C)C(C)C)NC(=O)C3=C4C(=C(C=C3)C)OC5=C(C(=O)C(=C(C5=N4)C(=O)NC6C(OC(=O)C(N(C(=O)CN(C(=O)C7CCCN7C(=O)C(NC6=O)C(C)C)C)C)C(C)C)C)N)C. Cell line: CCRF-CEM. Synergy scores: CSS=40.9, Synergy_ZIP=34.3, Synergy_Bliss=36.8, Synergy_Loewe=36.2, Synergy_HSA=34.3. (2) Drug 1: C1=CC(=CC=C1CCCC(=O)O)N(CCCl)CCCl. Drug 2: CC1CCC2CC(C(=CC=CC=CC(CC(C(=O)C(C(C(=CC(C(=O)CC(OC(=O)C3CCCCN3C(=O)C(=O)C1(O2)O)C(C)CC4CCC(C(C4)OC)OCCO)C)C)O)OC)C)C)C)OC. Cell line: OVCAR3. Synergy scores: CSS=18.0, Synergy_ZIP=-8.79, Synergy_Bliss=-7.91, Synergy_Loewe=-6.22, Synergy_HSA=-4.37. (3) Drug 1: CC1=C2C(C(=O)C3(C(CC4C(C3C(C(C2(C)C)(CC1OC(=O)C(C(C5=CC=CC=C5)NC(=O)OC(C)(C)C)O)O)OC(=O)C6=CC=CC=C6)(CO4)OC(=O)C)OC)C)OC. Drug 2: C1CN1P(=S)(N2CC2)N3CC3. Cell line: SN12C. Synergy scores: CSS=29.4, Synergy_ZIP=-7.18, Synergy_Bliss=-6.44, Synergy_Loewe=-14.8, Synergy_HSA=-1.43. (4) Drug 1: CC1=C(C(=CC=C1)Cl)NC(=O)C2=CN=C(S2)NC3=CC(=NC(=N3)C)N4CCN(CC4)CCO. Drug 2: C(CC(=O)O)C(=O)CN.Cl. Cell line: OVCAR-8. Synergy scores: CSS=5.82, Synergy_ZIP=-1.84, Synergy_Bliss=-1.23, Synergy_Loewe=-37.9, Synergy_HSA=-1.48. (5) Synergy scores: CSS=50.5, Synergy_ZIP=0.325, Synergy_Bliss=-1.72, Synergy_Loewe=-51.3, Synergy_HSA=-3.01. Drug 2: CN1C(=O)N2C=NC(=C2N=N1)C(=O)N. Drug 1: CC1=C2C(C(=O)C3(C(CC4C(C3C(C(C2(C)C)(CC1OC(=O)C(C(C5=CC=CC=C5)NC(=O)OC(C)(C)C)O)O)OC(=O)C6=CC=CC=C6)(CO4)OC(=O)C)OC)C)OC. Cell line: NCIH23. (6) Drug 1: C1=NC(=NC(=O)N1C2C(C(C(O2)CO)O)O)N. Drug 2: C(=O)(N)NO. Cell line: MALME-3M. Synergy scores: CSS=6.98, Synergy_ZIP=-5.09, Synergy_Bliss=-1.57, Synergy_Loewe=-8.50, Synergy_HSA=-0.662.